From a dataset of Reaction yield outcomes from USPTO patents with 853,638 reactions. Predict the reaction yield, written as a fraction of the theoretical maximum amount of product (1.0 means a 100% yield; for example, 0.34 means a 34% yield). (1) The reactants are [C:1]([O:8][CH3:9])(=[O:7])[CH2:2][C:3]([O:5][CH3:6])=[O:4].[H-].[Na+].[C:12]([O:16][CH2:17][CH3:18])(=[O:15])[CH:13]=[CH2:14]. The catalyst is C1COCC1. The product is [CH:2]([C:1]([O:8][CH3:9])=[O:7])([C:3]([O:5][CH3:6])=[O:4])[CH2:14][CH2:13][C:12]([O:16][CH2:17][CH3:18])=[O:15]. The yield is 0.770. (2) The reactants are [CH3:1][O:2][C:3]1[CH:4]=[C:5]2[C:10](=[CH:11][C:12]=1[O:13][CH3:14])[N:9]=[CH:8][CH:7]=[C:6]2[O:15][C:16]1[CH:23]=[CH:22][C:21]([CH3:24])=[CH:20][C:17]=1[CH:18]=[O:19].[CH3:25][CH2:26][CH2:27][CH2:28]CC.C([Li])CCC.[Cl-].[NH4+]. The catalyst is O1CCCC1. The product is [CH3:1][O:2][C:3]1[CH:4]=[C:5]2[C:10](=[CH:11][C:12]=1[O:13][CH3:14])[N:9]=[CH:8][CH:7]=[C:6]2[O:15][C:16]1[CH:23]=[CH:22][C:21]([CH3:24])=[CH:20][C:17]=1[CH:18]([OH:19])[CH2:25][CH2:26][CH2:27][CH3:28]. The yield is 0.410. (3) The reactants are [C:1]([O:5][C:6](=[O:29])[CH:7]([NH:11][S:12]([C:15]1[CH:20]=[CH:19][C:18]([C:21]2[CH:26]=[CH:25][C:24]([CH2:27][OH:28])=[CH:23][CH:22]=2)=[CH:17][CH:16]=1)(=[O:14])=[O:13])[CH:8]([CH3:10])[CH3:9])([CH3:4])([CH3:3])[CH3:2].Cl[C:31]1[CH:40]=[CH:39][C:38]2[C:33](=[CH:34][CH:35]=[CH:36][CH:37]=2)[N:32]=1.[H-].[Na+]. The catalyst is CN(C=O)C. The product is [C:1]([O:5][C:6](=[O:29])[CH:7]([NH:11][S:12]([C:15]1[CH:16]=[CH:17][C:18]([C:21]2[CH:22]=[CH:23][C:24]([CH2:27][O:28][C:33]3[N:32]=[CH:31][C:40]4[C:35]([CH:34]=3)=[CH:36][CH:37]=[CH:38][CH:39]=4)=[CH:25][CH:26]=2)=[CH:19][CH:20]=1)(=[O:14])=[O:13])[CH:8]([CH3:10])[CH3:9])([CH3:3])([CH3:4])[CH3:2]. The yield is 0.870. (4) The reactants are [NH2:1][C:2]1[S:3][C:4]([CH3:13])=[C:5]([CH3:12])[C:6]=1[C:7](OCC)=[O:8].O.[CH:15]([NH2:17])=O. No catalyst specified. The product is [CH3:12][C:5]1[C:6]2[C:7]([OH:8])=[N:17][CH:15]=[N:1][C:2]=2[S:3][C:4]=1[CH3:13]. The yield is 0.850. (5) The reactants are [CH2:1]([N:3]1[C:7](=[NH:8])/[C:6](=[CH:9]\[C:10]2[CH:15]=[CH:14][C:13]([OH:16])=[C:12]([O:17][CH3:18])[CH:11]=2)/[N:5]([CH3:19])[C:4]1=[O:20])[CH3:2].C(=O)([O-])[O-].[Li+].[Li+].F[C:28]1[C:37]2[C:32](=[CH:33][CH:34]=[CH:35][CH:36]=2)[C:31]([C:38]#[N:39])=[CH:30][CH:29]=1.[OH-].[Na+]. The catalyst is CS(C)=O. The product is [CH2:1]([N:3]1[C:7](=[NH:8])/[C:6](=[CH:9]/[C:10]2[CH:15]=[CH:14][C:13]([O:16][C:28]3[C:37]4[C:32](=[CH:33][CH:34]=[CH:35][CH:36]=4)[C:31]([C:38]#[N:39])=[CH:30][CH:29]=3)=[C:12]([O:17][CH3:18])[CH:11]=2)/[N:5]([CH3:19])[C:4]1=[O:20])[CH3:2]. The yield is 0.330. (6) The reactants are [Br:1][C:2]1[CH:3]=[C:4]([CH2:8]O)[CH:5]=[N:6][CH:7]=1.[C:10]1(=[O:20])[NH:14][C:13](=[O:15])[C:12]2=[CH:16][CH:17]=[CH:18][CH:19]=[C:11]12.C1C=CC(P(C2C=CC=CC=2)C2C=CC=CC=2)=CC=1.CCOC(/N=N/C(OCC)=O)=O. The catalyst is C1COCC1. The product is [Br:1][C:2]1[CH:3]=[C:4]([CH2:8][N:14]2[C:10](=[O:20])[C:11]3[C:12](=[CH:16][CH:17]=[CH:18][CH:19]=3)[C:13]2=[O:15])[CH:5]=[N:6][CH:7]=1. The yield is 0.823. (7) The reactants are [C:1]1([C:7]2[N:12]=[N:11][C:10]([N:13]3[CH2:18][CH2:17][N:16]([C:19]4[N:24]=[CH:23][CH:22]=[CH:21][N:20]=4)[CH2:15][CH2:14]3)=[C:9](O)[CH:8]=2)[CH:6]=[CH:5][CH:4]=[CH:3][CH:2]=1.[OH-].[Na+].P(Cl)(Cl)([Cl:30])=O. No catalyst specified. The product is [Cl:30][C:9]1[CH:8]=[C:7]([C:1]2[CH:6]=[CH:5][CH:4]=[CH:3][CH:2]=2)[N:12]=[N:11][C:10]=1[N:13]1[CH2:18][CH2:17][N:16]([C:19]2[N:24]=[CH:23][CH:22]=[CH:21][N:20]=2)[CH2:15][CH2:14]1. The yield is 0.914.